This data is from NCI-60 drug combinations with 297,098 pairs across 59 cell lines. The task is: Regression. Given two drug SMILES strings and cell line genomic features, predict the synergy score measuring deviation from expected non-interaction effect. (1) Drug 1: CC1=C(C=C(C=C1)NC2=NC=CC(=N2)N(C)C3=CC4=NN(C(=C4C=C3)C)C)S(=O)(=O)N.Cl. Drug 2: CNC(=O)C1=CC=CC=C1SC2=CC3=C(C=C2)C(=NN3)C=CC4=CC=CC=N4. Cell line: NCIH23. Synergy scores: CSS=10.2, Synergy_ZIP=2.70, Synergy_Bliss=9.42, Synergy_Loewe=7.69, Synergy_HSA=7.96. (2) Drug 1: CCC(=C(C1=CC=CC=C1)C2=CC=C(C=C2)OCCN(C)C)C3=CC=CC=C3.C(C(=O)O)C(CC(=O)O)(C(=O)O)O. Drug 2: CC12CCC3C(C1CCC2O)C(CC4=C3C=CC(=C4)O)CCCCCCCCCS(=O)CCCC(C(F)(F)F)(F)F. Cell line: HT29. Synergy scores: CSS=22.1, Synergy_ZIP=4.28, Synergy_Bliss=8.48, Synergy_Loewe=2.21, Synergy_HSA=9.36. (3) Synergy scores: CSS=-0.831, Synergy_ZIP=-7.15, Synergy_Bliss=-15.4, Synergy_Loewe=-22.2, Synergy_HSA=-15.2. Drug 2: C1=NC2=C(N1)C(=S)N=CN2. Cell line: A549. Drug 1: CC12CCC(CC1=CCC3C2CCC4(C3CC=C4C5=CN=CC=C5)C)O. (4) Drug 1: CS(=O)(=O)C1=CC(=C(C=C1)C(=O)NC2=CC(=C(C=C2)Cl)C3=CC=CC=N3)Cl. Drug 2: C1=CC(=CC=C1C#N)C(C2=CC=C(C=C2)C#N)N3C=NC=N3. Cell line: SNB-75. Synergy scores: CSS=2.75, Synergy_ZIP=-0.124, Synergy_Bliss=1.26, Synergy_Loewe=-2.23, Synergy_HSA=-0.866. (5) Drug 1: C1=CC(=CC=C1CCCC(=O)O)N(CCCl)CCCl. Drug 2: CCCCCOC(=O)NC1=NC(=O)N(C=C1F)C2C(C(C(O2)C)O)O. Cell line: UACC-257. Synergy scores: CSS=-3.44, Synergy_ZIP=-2.99, Synergy_Bliss=-3.67, Synergy_Loewe=-9.32, Synergy_HSA=-3.85. (6) Drug 1: CCC1=CC2CC(C3=C(CN(C2)C1)C4=CC=CC=C4N3)(C5=C(C=C6C(=C5)C78CCN9C7C(C=CC9)(C(C(C8N6C)(C(=O)OC)O)OC(=O)C)CC)OC)C(=O)OC.C(C(C(=O)O)O)(C(=O)O)O. Synergy scores: CSS=77.5, Synergy_ZIP=1.35, Synergy_Bliss=3.74, Synergy_Loewe=-11.5, Synergy_HSA=5.95. Cell line: UACC-257. Drug 2: CC=C1C(=O)NC(C(=O)OC2CC(=O)NC(C(=O)NC(CSSCCC=C2)C(=O)N1)C(C)C)C(C)C.